From a dataset of Retrosynthesis with 50K atom-mapped reactions and 10 reaction types from USPTO. Predict the reactants needed to synthesize the given product. (1) Given the product CC(C)c1nc2c(c(C3=CCOCC3)c1[C@H](O)c1ccc(S(F)(F)(F)(F)F)cc1)[C@@H](O[Si](C)(C)C(C)(C)C)CC1(CCC1)C2, predict the reactants needed to synthesize it. The reactants are: CC(C)c1nc2c(c(I)c1[C@H](O)c1ccc(S(F)(F)(F)(F)F)cc1)[C@@H](O[Si](C)(C)C(C)(C)C)CC1(CCC1)C2.CC1(C)OB(C2=CCOCC2)OC1(C)C. (2) The reactants are: N[C@@H]1C[C@H]2CN(c3ccc(OC(F)(F)F)cc3)C(=O)N2C1.O=S(=O)(Cl)c1ccccc1Cl. Given the product O=C1N(c2ccc(OC(F)(F)F)cc2)C[C@@H]2C[C@@H](NS(=O)(=O)c3ccccc3Cl)CN12, predict the reactants needed to synthesize it.